This data is from Reaction yield outcomes from USPTO patents with 853,638 reactions. The task is: Predict the reaction yield, written as a fraction of the theoretical maximum amount of product (1.0 means a 100% yield; for example, 0.34 means a 34% yield). (1) The reactants are [H-].[Na+].[F:3][C:4]([F:26])([F:25])[O:5][C:6]1[CH:7]=[C:8]([C:12]([C:14]2[CH:19]=[CH:18][CH:17]=[C:16]([O:20][C:21]([F:24])([F:23])[F:22])[CH:15]=2)=O)[CH:9]=[CH:10][CH:11]=1.[CH2:27](P(=O)(OCC)OCC)[C:28]1[CH:33]=[CH:32][CH:31]=[CH:30][CH:29]=1.O. The catalyst is C1COCC1.C1OCCOCCOCCOCCOC1. The product is [C:28]1([CH:27]=[C:12]([C:14]2[CH:15]=[C:16]([O:20][C:21]([F:24])([F:23])[F:22])[CH:17]=[CH:18][CH:19]=2)[C:8]2[CH:7]=[C:6]([O:5][C:4]([F:26])([F:25])[F:3])[CH:11]=[CH:10][CH:9]=2)[CH:33]=[CH:32][CH:31]=[CH:30][CH:29]=1. The yield is 0.530. (2) The reactants are [F:1][C:2]1[CH:3]=[C:4]([C@@H:9]2[C:14]([C:15]([O:17]C)=[O:16])=[C:13]([CH2:19][O:20][CH3:21])[NH:12][C:11](=[O:22])[NH:10]2)[CH:5]=[CH:6][C:7]=1[F:8].[OH-].[Li+]. The catalyst is O.C1COCC1. The product is [F:1][C:2]1[CH:3]=[C:4]([C@@H:9]2[C:14]([C:15]([OH:17])=[O:16])=[C:13]([CH2:19][O:20][CH3:21])[NH:12][C:11](=[O:22])[NH:10]2)[CH:5]=[CH:6][C:7]=1[F:8]. The yield is 0.900. (3) The product is [CH3:17][NH:18][C:19]([C:21]1[C:22]2[CH:31]=[CH:30][CH:29]=[CH:28][C:23]=2[SH:24]([O:34][C:2]2[CH:7]=[CH:6][N:5]=[C:4]3[CH:8]=[C:9]([C:11]4[N:12]([CH3:16])[CH:13]=[CH:14][N:15]=4)[S:10][C:3]=23)[C:25]=1[CH2:26][CH3:27])=[O:20]. The yield is 0.370. No catalyst specified. The reactants are Cl[C:2]1[CH:7]=[CH:6][N:5]=[C:4]2[CH:8]=[C:9]([C:11]3[N:12]([CH3:16])[CH:13]=[CH:14][N:15]=3)[S:10][C:3]=12.[CH3:17][NH:18][C:19]([C:21]1[C:22]2[CH:31]=[CH:30][C:29](O)=[CH:28][C:23]=2[S:24][C:25]=1[CH2:26][CH3:27])=[O:20].C([O-])([O-])=[O:34].[Cs+].[Cs+]. (4) The reactants are [N:1]1[CH:6]=[CH:5][CH:4]=[CH:3][CH:2]=1.Cl.[C:8](Cl)(=[O:15])[C:9]1[CH:14]=[CH:13][CH:12]=[N:11][CH:10]=1.[CH3:17][C:18]([CH3:44])([CH2:21][CH2:22][CH2:23][CH2:24][CH2:25][CH:26]([O:37][CH:38]1[CH2:43][CH2:42][CH2:41][CH2:40][O:39]1)[CH2:27][CH2:28][CH2:29][CH2:30][CH2:31][C:32]([CH3:36])([CH3:35])[CH2:33][OH:34])[CH2:19]O.C[C:46]([O:49]C)(C)C. No catalyst specified. The product is [O:39]1[CH2:40][CH2:41][CH2:42][CH2:43][CH:38]1[O:37][CH:26]([CH2:25][CH2:24][CH2:23][CH2:22][CH2:21][C:18]([CH3:44])([CH3:19])[CH2:17][C:8](=[O:15])[C:9]1[CH:14]=[CH:13][CH:12]=[N:11][CH:10]=1)[CH2:27][CH2:28][CH2:29][CH2:30][CH2:31][C:32]([CH3:36])([CH3:35])[CH2:33][O:34][C:46](=[O:49])[C:3]1[CH:4]=[CH:5][CH:6]=[N:1][CH:2]=1. The yield is 0.690. (5) The reactants are C([O:4][C@H:5]1[CH2:22][CH2:21][C@@:20]2([CH3:23])[CH:7]([CH2:8][C:9](=[O:25])[C@@H:10]3[C@@H:19]2[CH2:18][CH2:17][C@@:15]2([CH3:16])[C@H:11]3[CH2:12][CH2:13][C:14]2=[O:24])[CH2:6]1)(=O)C. The catalyst is CO.[OH-].[Na+]. The product is [OH:4][C@H:5]1[CH2:22][CH2:21][C@@:20]2([CH3:23])[CH:7]([CH2:8][C:9](=[O:25])[C@@H:10]3[C@@H:19]2[CH2:18][CH2:17][C@@:15]2([CH3:16])[C@H:11]3[CH2:12][CH2:13][C:14]2=[O:24])[CH2:6]1. The yield is 0.950.